This data is from Reaction yield outcomes from USPTO patents with 853,638 reactions. The task is: Predict the reaction yield, written as a fraction of the theoretical maximum amount of product (1.0 means a 100% yield; for example, 0.34 means a 34% yield). (1) The reactants are [NH2:1][C:2]1[C:3]([C:9]([NH:11][NH:12][C:13]([C:15]2[S:16][CH:17]=[CH:18][C:19]=2[CH3:20])=[O:14])=O)=[N:4][C:5]([Br:8])=[CH:6][N:7]=1.CCN(C(C)C)C(C)C.BrP(Br)(C1C=CC=CC=1)(C1C=CC=CC=1)C1C=CC=CC=1. The catalyst is C(#N)C. The product is [Br:8][C:5]1[N:4]=[C:3]([C:9]2[O:14][C:13]([C:15]3[S:16][CH:17]=[CH:18][C:19]=3[CH3:20])=[N:12][N:11]=2)[C:2]([NH2:1])=[N:7][CH:6]=1. The yield is 0.520. (2) The reactants are [CH3:1][O:2][C:3]([NH:5][C@@H:6]([CH:56]([CH3:58])[CH3:57])[C:7]([N:9]1[CH2:13][CH2:12][CH2:11][C@H:10]1[C:14]1[NH:18][C:17]2[CH:19]=[C:20]([C:23]3[CH:55]=[CH:54][C:26]4[C:27]5[CH:33]=[CH:32][C:31]([C:34]6[NH:38][C:37]([C@@H:39]7[CH2:43][CH2:42][CH2:41][N:40]7C(OCC7C=CC=CC=7)=O)=[N:36][CH:35]=6)=[CH:30][C:28]=5[S:29][C:25]=4[CH:24]=3)[CH:21]=[CH:22][C:16]=2[N:15]=1)=[O:8])=[O:4].C(=O)([O-])[O-].[K+].[K+].[CH3:65][O:66][C:67]([NH:69][C@H:70]([C:74]1[CH:79]=[CH:78][CH:77]=[CH:76][CH:75]=1)[C:71](O)=[O:72])=[O:68].CCOC(C(C#N)=NOC(N1CCOCC1)=[N+](C)C)=O.F[P-](F)(F)(F)(F)F. The catalyst is O.C(O)C.[Pd].C(OCC)(=O)C. The product is [CH3:1][O:2][C:3]([NH:5][C@@H:6]([CH:56]([CH3:58])[CH3:57])[C:7]([N:9]1[CH2:13][CH2:12][CH2:11][C@H:10]1[C:14]1[NH:18][C:22]2[CH:21]=[C:20]([C:23]3[CH:55]=[CH:54][C:26]4[C:27]5[CH:33]=[CH:32][C:31]([C:34]6[NH:38][C:37]([C@@H:39]7[CH2:43][CH2:42][CH2:41][N:40]7[C:71](=[O:72])[C@H:70]([NH:69][C:67](=[O:68])[O:66][CH3:65])[C:74]7[CH:79]=[CH:78][CH:77]=[CH:76][CH:75]=7)=[N:36][CH:35]=6)=[CH:30][C:28]=5[S:29][C:25]=4[CH:24]=3)[CH:19]=[CH:17][C:16]=2[N:15]=1)=[O:8])=[O:4]. The yield is 0.470. (3) The reactants are [CH3:1][C:2]1[C:7]([NH:8]/[C:9](/[NH:18]C(=O)OC(C)(C)C)=[N:10]/C(=O)OC(C)(C)C)=[CH:6][C:5]([CH:26]2[CH2:31][CH2:30][N:29]([CH3:32])[CH2:28][C:27]2([CH3:34])[CH3:33])=[CH:4][N:3]=1.Cl. The catalyst is C(Cl)Cl. The product is [CH3:1][C:2]1[C:7]([NH:8][C:9]([NH2:18])=[NH:10])=[CH:6][C:5]([CH:26]2[CH2:31][CH2:30][N:29]([CH3:32])[CH2:28][C:27]2([CH3:34])[CH3:33])=[CH:4][N:3]=1. The yield is 1.10. (4) The catalyst is CO.O. The yield is 0.380. The product is [N:1]1[C:10]2[C:5](=[CH:6][C:7]([CH2:11][N:12]3[C:16]4=[N:17][C:18]([C:21]5[CH:22]=[N:23][N:24]([CH2:26][C:27]([OH:29])=[O:28])[CH:25]=5)=[CH:19][CH:20]=[C:15]4[N:14]=[N:13]3)=[CH:8][CH:9]=2)[CH:4]=[CH:3][CH:2]=1. The reactants are [N:1]1[C:10]2[C:5](=[CH:6][C:7]([CH2:11][N:12]3[C:16]4=[N:17][C:18]([C:21]5[CH:22]=[N:23][N:24]([CH2:26][C:27]([O:29]CC)=[O:28])[CH:25]=5)=[CH:19][CH:20]=[C:15]4[N:14]=[N:13]3)=[CH:8][CH:9]=2)[CH:4]=[CH:3][CH:2]=1.[OH-].[Li+].Cl. (5) The reactants are [CH2:1]([O:5][C:6]1[CH:7]=[C:8]([CH2:14][OH:15])[CH:9]=[C:10]([CH2:12][OH:13])[CH:11]=1)[CH2:2][CH2:3][CH3:4].C1C=C[NH+]=CC=1.[O-][Cr](Cl)(=O)=O. The catalyst is C(Cl)Cl. The product is [CH2:1]([O:5][C:6]1[CH:11]=[C:10]([CH:12]=[O:13])[CH:9]=[C:8]([CH:7]=1)[CH:14]=[O:15])[CH2:2][CH2:3][CH3:4]. The yield is 0.440.